From a dataset of Peptide-MHC class I binding affinity with 185,985 pairs from IEDB/IMGT. Regression. Given a peptide amino acid sequence and an MHC pseudo amino acid sequence, predict their binding affinity value. This is MHC class I binding data. (1) The peptide sequence is AEQASQEVKNW. The MHC is HLA-B54:01 with pseudo-sequence HLA-B54:01. The binding affinity (normalized) is 0. (2) The peptide sequence is FSVQRNLPF. The MHC is HLA-A31:01 with pseudo-sequence HLA-A31:01. The binding affinity (normalized) is 0.0847. (3) The peptide sequence is SRTPSGKRL. The MHC is HLA-B57:01 with pseudo-sequence HLA-B57:01. The binding affinity (normalized) is 0.0847.